Dataset: NCI-60 drug combinations with 297,098 pairs across 59 cell lines. Task: Regression. Given two drug SMILES strings and cell line genomic features, predict the synergy score measuring deviation from expected non-interaction effect. (1) Drug 1: CC1=C(C(CCC1)(C)C)C=CC(=CC=CC(=CC(=O)O)C)C. Drug 2: C1=NNC2=C1C(=O)NC=N2. Cell line: RXF 393. Synergy scores: CSS=0.385, Synergy_ZIP=0.254, Synergy_Bliss=1.60, Synergy_Loewe=-0.547, Synergy_HSA=0.174. (2) Drug 1: CC=C1C(=O)NC(C(=O)OC2CC(=O)NC(C(=O)NC(CSSCCC=C2)C(=O)N1)C(C)C)C(C)C. Drug 2: CN(C(=O)NC(C=O)C(C(C(CO)O)O)O)N=O. Cell line: OVCAR-5. Synergy scores: CSS=37.3, Synergy_ZIP=-2.23, Synergy_Bliss=-5.95, Synergy_Loewe=-60.3, Synergy_HSA=-5.37. (3) Drug 1: C1=CC(=CC=C1CCCC(=O)O)N(CCCl)CCCl. Drug 2: CC1C(C(CC(O1)OC2CC(CC3=C2C(=C4C(=C3O)C(=O)C5=C(C4=O)C(=CC=C5)OC)O)(C(=O)CO)O)N)O.Cl. Cell line: OVCAR-8. Synergy scores: CSS=40.1, Synergy_ZIP=2.75, Synergy_Bliss=4.96, Synergy_Loewe=-9.05, Synergy_HSA=5.74. (4) Drug 1: C1CC(C1)(C(=O)O)C(=O)O.[NH2-].[NH2-].[Pt+2]. Drug 2: C1=NNC2=C1C(=O)NC=N2. Cell line: SK-OV-3. Synergy scores: CSS=-6.17, Synergy_ZIP=2.48, Synergy_Bliss=-1.89, Synergy_Loewe=-7.52, Synergy_HSA=-7.00.